From a dataset of Reaction yield outcomes from USPTO patents with 853,638 reactions. Predict the reaction yield, written as a fraction of the theoretical maximum amount of product (1.0 means a 100% yield; for example, 0.34 means a 34% yield). (1) The catalyst is C1COCC1. The reactants are [Br:1][C:2]1[CH:3]=[C:4]([OH:8])[CH:5]=[N:6][CH:7]=1.[C:9]1(P([C:9]2[CH:14]=[CH:13][CH:12]=[CH:11][CH:10]=2)[C:9]2[CH:14]=[CH:13][CH:12]=[CH:11][CH:10]=2)[CH:14]=[CH:13][CH:12]=[CH:11][CH:10]=1.C1(O)CCCCC1. The product is [Br:1][C:2]1[CH:7]=[N:6][CH:5]=[C:4]([O:8][CH:9]2[CH2:14][CH2:13][CH2:12][CH2:11][CH2:10]2)[CH:3]=1. The yield is 0.272. (2) The reactants are CN(C)[CH:3]=[CH:4][C:5]([C:7]1[S:11][C:10](=[O:12])[N:9]([CH2:13][CH3:14])[C:8]=1[CH3:15])=O.[N+]([O-])(O)=O.[CH3:21][O:22][C:23]1[N:28]=[CH:27][C:26]([NH:29][C:30]([NH2:32])=[NH:31])=[CH:25][CH:24]=1.C([O-])([O-])=O.[K+].[K+]. The catalyst is COCCO. The product is [CH2:13]([N:9]1[C:8]([CH3:15])=[C:7]([C:5]2[CH:4]=[CH:3][N:32]=[C:30]([NH:29][C:26]3[CH:27]=[N:28][C:23]([O:22][CH3:21])=[CH:24][CH:25]=3)[N:31]=2)[S:11][C:10]1=[O:12])[CH3:14]. The yield is 0.390. (3) The reactants are [Br:1][C:2]1[CH:7]=[CH:6][C:5]([S:8]([N:11]2[CH2:18][CH2:17][C:14]3([O:16][CH2:15]3)[CH2:13][CH2:12]2)(=[O:10])=[O:9])=[CH:4][CH:3]=1.[CH2:19]([NH2:25])[C:20]1[O:24][CH:23]=[CH:22][CH:21]=1.[Al]. The catalyst is C(O)C. The product is [Br:1][C:2]1[CH:7]=[CH:6][C:5]([S:8]([N:11]2[CH2:18][CH2:17][C:14]([CH2:15][NH:25][CH2:19][C:20]3[O:24][CH:23]=[CH:22][CH:21]=3)([OH:16])[CH2:13][CH2:12]2)(=[O:10])=[O:9])=[CH:4][CH:3]=1. The yield is 0.900. (4) The yield is 0.730. The catalyst is CN(C)C=O. The reactants are [O:1]=[C:2]1[NH:24][C:5]2[CH:6]=[N:7][C:8]3[CH:9]=[CH:10][C:11]([C:14]4[CH:15]=[N:16][C:17]5[C:22]([CH:23]=4)=[CH:21][CH:20]=[CH:19][CH:18]=5)=[N:12][C:13]=3[C:4]=2[N:3]1[CH:25]1[CH2:30][CH2:29][N:28]([C:31]([O:33][CH2:34][C:35]2[CH:40]=[CH:39][CH:38]=[CH:37][CH:36]=2)=[O:32])[CH2:27][CH2:26]1.[H-].[Na+].[CH3:43]I. The product is [CH3:43][N:24]1[C:5]2[CH:6]=[N:7][C:8]3[CH:9]=[CH:10][C:11]([C:14]4[CH:15]=[N:16][C:17]5[C:22]([CH:23]=4)=[CH:21][CH:20]=[CH:19][CH:18]=5)=[N:12][C:13]=3[C:4]=2[N:3]([CH:25]2[CH2:26][CH2:27][N:28]([C:31]([O:33][CH2:34][C:35]3[CH:36]=[CH:37][CH:38]=[CH:39][CH:40]=3)=[O:32])[CH2:29][CH2:30]2)[C:2]1=[O:1]. (5) The reactants are [N:1]([C:4]1[CH:11]=[CH:10][C:7]([C:8]#[N:9])=[C:6]([C:12]([F:15])([F:14])[F:13])[CH:5]=1)=[C:2]=[S:3].[F:16][C:17]1[CH:22]=[C:21]([OH:23])[CH:20]=[CH:19][C:18]=1[NH:24][C:25]1([C:29]#N)[CH2:28][CH2:27][CH2:26]1.C[OH:32].Cl. The catalyst is CN(C=O)C.CC(C)=O.ClCCl.O. The product is [F:16][C:17]1[CH:22]=[C:21]([OH:23])[CH:20]=[CH:19][C:18]=1[N:24]1[C:2](=[S:3])[N:1]([C:4]2[CH:11]=[CH:10][C:7]([C:8]#[N:9])=[C:6]([C:12]([F:13])([F:15])[F:14])[CH:5]=2)[C:29](=[O:32])[C:25]21[CH2:28][CH2:27][CH2:26]2. The yield is 0.560. (6) The reactants are [H-].[Na+].[OH:3][CH:4]([C:22]1[CH:30]=[C:29]([O:31][CH3:32])[C:25]2[O:26][CH2:27][O:28][C:24]=2[CH:23]=1)[C:5]1[CH:10]=[CH:9][CH:8]=[CH:7][C:6]=1[S:11]([NH:14][C:15]1[CH:20]=[CH:19][CH:18]=[CH:17][C:16]=1[CH3:21])(=[O:13])=[O:12].Br[CH2:34][C:35]([O:37][CH3:38])=[O:36]. The catalyst is O1CCCC1. The product is [CH3:38][O:37][C:35](=[O:36])[CH2:34][N:14]([S:11]([C:6]1[CH:7]=[CH:8][CH:9]=[CH:10][C:5]=1[CH:4]([OH:3])[C:22]1[CH:30]=[C:29]([O:31][CH3:32])[C:25]2[O:26][CH2:27][O:28][C:24]=2[CH:23]=1)(=[O:12])=[O:13])[C:15]1[CH:20]=[CH:19][CH:18]=[CH:17][C:16]=1[CH3:21]. The yield is 0.895. (7) The reactants are [OH:1][N:2]=[C:3]([C:12]#[N:13])[C:4]1[CH:9]=[CH:8][C:7]([S:10][CH3:11])=[CH:6][CH:5]=1.C(N(CC)CC)C.[CH3:21][CH:22]([S:24](Cl)(=[O:26])=[O:25])[CH3:23]. No catalyst specified. The product is [CH3:21][CH:22]([S:24]([O:1][N:2]=[C:3]([C:12]#[N:13])[C:4]1[CH:5]=[CH:6][C:7]([S:10][CH3:11])=[CH:8][CH:9]=1)(=[O:26])=[O:25])[CH3:23]. The yield is 0.830.